Predict the reaction yield, written as a fraction of the theoretical maximum amount of product (1.0 means a 100% yield; for example, 0.34 means a 34% yield). From a dataset of Reaction yield outcomes from USPTO patents with 853,638 reactions. (1) The reactants are [Cl:1][C:2]1[CH:7]=[CH:6][C:5]([NH:8][C:9]([CH:11]2[C:16]3=[N:17][C:18]([C:22]4[CH:27]=[CH:26][N:25]=[CH:24][N:23]=4)=[CH:19][C:20](=[O:21])[N:15]3[CH2:14][CH2:13][CH2:12]2)=[O:10])=[C:4]([O:28][CH3:29])[CH:3]=1.[H-].[Na+].[CH3:32]I. The catalyst is CN(C)C=O.O.ClCCl. The product is [Cl:1][C:2]1[CH:7]=[CH:6][C:5]([NH:8][C:9]([C:11]2([CH3:32])[C:16]3=[N:17][C:18]([C:22]4[CH:27]=[CH:26][N:25]=[CH:24][N:23]=4)=[CH:19][C:20](=[O:21])[N:15]3[CH2:14][CH2:13][CH2:12]2)=[O:10])=[C:4]([O:28][CH3:29])[CH:3]=1. The yield is 0.510. (2) The reactants are [CH2:1]([O:3][CH:4]([O:20][CH2:21][CH3:22])[CH2:5][N:6]1[C:14]2[CH2:13][CH2:12][CH2:11][CH2:10][C:9]=2[CH:8]=[C:7]1[C:15]([O:17]CC)=[O:16])[CH3:2].C(O)C.O1CCCC1.[OH-].[Na+]. The catalyst is O. The product is [CH2:21]([O:20][CH:4]([O:3][CH2:1][CH3:2])[CH2:5][N:6]1[C:14]2[CH2:13][CH2:12][CH2:11][CH2:10][C:9]=2[CH:8]=[C:7]1[C:15]([OH:17])=[O:16])[CH3:22]. The yield is 0.780. (3) The reactants are [C:1]([O:5][C:6](=[O:16])[N:7]([CH2:11][CH2:12][CH2:13][CH2:14][NH2:15])[CH:8]1[CH2:10][CH2:9]1)([CH3:4])([CH3:3])[CH3:2].[Cl:17][C:18]1[CH:19]=[C:20]([CH3:26])[C:21]([CH:24]=O)=[N:22][CH:23]=1.C([O-])([O-])=O.[K+].[K+].[BH4-].[Na+].C([O-])(O)=O.[Na+]. The catalyst is CO. The product is [C:1]([O:5][C:6](=[O:16])[N:7]([CH2:11][CH2:12][CH2:13][CH2:14][NH:15][CH2:24][C:21]1[C:20]([CH3:26])=[CH:19][C:18]([Cl:17])=[CH:23][N:22]=1)[CH:8]1[CH2:9][CH2:10]1)([CH3:4])([CH3:2])[CH3:3]. The yield is 0.440. (4) The reactants are [Br:1][C:2]1[C:10]2[C:5](=[N:6][CH:7]=[CH:8][CH:9]=2)[NH:4][CH:3]=1.[H-].[Na+].[CH2:13]([O:15][C:16]1[CH:25]=[CH:24][C:23]2[C:18](=[CH:19][CH:20]=[CH:21][CH:22]=2)[C:17]=1[C:26](Cl)=[O:27])[CH3:14]. The catalyst is CN(C)C=O. The product is [Br:1][C:2]1[C:10]2[C:5](=[N:6][CH:7]=[CH:8][CH:9]=2)[N:4]([C:26]([C:17]2[C:18]3[C:23](=[CH:22][CH:21]=[CH:20][CH:19]=3)[CH:24]=[CH:25][C:16]=2[O:15][CH2:13][CH3:14])=[O:27])[CH:3]=1. The yield is 0.800. (5) The reactants are CO.[NH2:3][CH:4]([CH2:8][CH2:9][S:10][CH3:11])[C:5]([OH:7])=[O:6].[CH3:12][Si](C=[N+]=[N-])(C)C. The catalyst is CCCCCC. The product is [NH2:3][CH:4]([CH2:8][CH2:9][S:10][CH3:11])[C:5]([O:7][CH3:12])=[O:6]. The yield is 0.0900. (6) The product is [CH3:19][N:16]1[C:17]([CH3:18])=[C:13]([NH:12][S:8]([C:5]2[CH:6]=[N:7][C:2]([Cl:1])=[CH:3][CH:4]=2)(=[O:10])=[O:9])[C:14]([CH3:20])=[N:15]1. The catalyst is N1C=CC=CC=1. The reactants are [Cl:1][C:2]1[N:7]=[CH:6][C:5]([S:8](Cl)(=[O:10])=[O:9])=[CH:4][CH:3]=1.[NH2:12][C:13]1[C:14]([CH3:20])=[N:15][N:16]([CH3:19])[C:17]=1[CH3:18]. The yield is 0.750. (7) The reactants are C1(C(C2C=CC=CC=2)[N:8]2[C:16]3[CH:15]=[C:14]4[O:17][CH2:18][CH2:19][O:20][C:13]4=[CH:12][C:11]=3[C:10]3([CH2:24][O:23][C:22]4[CH:25]=[C:26]5[C:30](=[CH:31][C:21]3=4)[CH2:29][CH2:28][O:27]5)[C:9]2=[O:32])C=CC=CC=1.C([SiH](CC)CC)C. The catalyst is FC(F)(F)C(O)=O. The product is [O:20]1[C:13]2=[CH:12][C:11]3[C:10]4([CH2:24][O:23][C:22]5[CH:25]=[C:26]6[C:30](=[CH:31][C:21]4=5)[CH2:29][CH2:28][O:27]6)[C:9](=[O:32])[NH:8][C:16]=3[CH:15]=[C:14]2[O:17][CH2:18][CH2:19]1. The yield is 0.230. (8) The reactants are [CH3:1][O:2][C:3]1[CH:4]=[C:5]2[C:9](=[CH:10][C:11]=1[OH:12])[N:8]([CH3:13])[CH:7]=[C:6]2[C:14]1[N:22]([S:23]([C:26]2[CH:31]=[CH:30][C:29]([CH3:32])=[CH:28][CH:27]=2)(=[O:25])=[O:24])[C:17]2=[N:18][CH:19]=[CH:20][CH:21]=[C:16]2[CH:15]=1.[H-].[Na+].[Cl:35][CH2:36][CH2:37][O:38][CH2:39][CH2:40]Cl.C1CCCCC1.C(OCC)(=O)C. The catalyst is CN(C)C=O.O. The product is [Cl:35][CH2:36][CH2:37][O:38][CH2:39][CH2:40][O:12][C:11]1[CH:10]=[C:9]2[C:5]([C:6]([C:14]3[N:22]([S:23]([C:26]4[CH:27]=[CH:28][C:29]([CH3:32])=[CH:30][CH:31]=4)(=[O:25])=[O:24])[C:17]4=[N:18][CH:19]=[CH:20][CH:21]=[C:16]4[CH:15]=3)=[CH:7][N:8]2[CH3:13])=[CH:4][C:3]=1[O:2][CH3:1]. The yield is 0.390.